This data is from Forward reaction prediction with 1.9M reactions from USPTO patents (1976-2016). The task is: Predict the product of the given reaction. Given the reactants [C:1]([O:9][C:10]([CH3:13])([CH3:12])[CH3:11])(=[O:8])[CH2:2][C:3]([O:5][CH2:6][CH3:7])=[O:4].Br[CH2:15][CH2:16]Br.C(=O)([O-])[O-].[K+].[K+].F[B-](F)(F)F.C([N+]1C=CN(C)C=1)CCC, predict the reaction product. The product is: [C:2]1([C:3]([O:5][CH2:6][CH3:7])=[O:4])([C:1]([O:9][C:10]([CH3:12])([CH3:11])[CH3:13])=[O:8])[CH2:16][CH2:15]1.